From a dataset of Full USPTO retrosynthesis dataset with 1.9M reactions from patents (1976-2016). Predict the reactants needed to synthesize the given product. Given the product [NH2:27][C:25]([C:13]1[CH:14]=[N:15][C:16]2[C:21]([C:12]=1[NH:11][C:4]1[CH:5]=[CH:6][CH:7]=[C:8]([CH2:9][OH:10])[C:3]=1[CH2:1][CH3:2])=[CH:20][C:19]([O:22][CH3:23])=[C:18]([O:24][CH:33]1[CH2:38][CH2:37][N:36]([C:39]([O:41][C:42]([CH3:45])([CH3:44])[CH3:43])=[O:40])[CH2:35][CH2:34]1)[CH:17]=2)=[O:26], predict the reactants needed to synthesize it. The reactants are: [CH2:1]([C:3]1[C:8]([CH2:9][OH:10])=[CH:7][CH:6]=[CH:5][C:4]=1[NH:11][C:12]1[C:21]2[C:16](=[CH:17][C:18]([OH:24])=[C:19]([O:22][CH3:23])[CH:20]=2)[N:15]=[CH:14][C:13]=1[C:25]([NH2:27])=[O:26])[CH3:2].CS(O[CH:33]1[CH2:38][CH2:37][N:36]([C:39]([O:41][C:42]([CH3:45])([CH3:44])[CH3:43])=[O:40])[CH2:35][CH2:34]1)(=O)=O.C(=O)([O-])[O-].[Cs+].[Cs+].